The task is: Predict which catalyst facilitates the given reaction.. This data is from Catalyst prediction with 721,799 reactions and 888 catalyst types from USPTO. (1) The catalyst class is: 74. Product: [CH3:5][O:23][C:22]1[N:14]([C:8]2[CH:9]=[CH:10][CH:11]=[CH:12][CH:13]=2)[N:15]=[C:16]2[C:21]=1[C@H:20]1[C:24]([CH3:26])([CH3:25])[C@:17]2([CH3:27])[CH2:18][CH2:19]1.[CH3:5][N:15]1[C:16]2[C@:17]3([CH3:27])[C:24]([CH3:26])([CH3:25])[C@@H:20]([CH2:19][CH2:18]3)[C:21]=2[C:22](=[O:23])[N:14]1[C:8]1[CH:9]=[CH:10][CH:11]=[CH:12][CH:13]=1. Reactant: S(OC)(O[CH3:5])(=O)=O.[C:8]1([N:14]2[C:22](=[O:23])[C:21]3[C@H:20]4[C:24]([CH3:26])([CH3:25])[C@:17]([CH3:27])([CH2:18][CH2:19]4)[C:16]=3[NH:15]2)[CH:13]=[CH:12][CH:11]=[CH:10][CH:9]=1. (2) Reactant: CO[C:3]1[CH:8]=[C:7](OC)[CH:6]=[CH:5][C:4]=1[CH2:11][N:12]1[C:17]([OH:18])=[C:16]([C:19]([O:21][CH2:22][CH3:23])=[O:20])[C:15](=[O:24])[N:14](CC2C=CC=CC=2)[C:13]1=[O:32]. Product: [OH:24][C:15]1[NH:14][C:13](=[O:32])[N:12]([CH2:11][C:4]2[CH:5]=[CH:6][CH:7]=[CH:8][CH:3]=2)[C:17](=[O:18])[C:16]=1[C:19]([O:21][CH2:22][CH3:23])=[O:20]. The catalyst class is: 445. (3) The catalyst class is: 7. Reactant: [CH:1]12[CH2:10][CH:5]3[CH2:6][CH:7]([CH2:9][CH:3]([CH2:4]3)[CH:2]1[C:11]([O:13][CH3:14])=[O:12])[CH2:8]2.C([N-]C(C)C)(C)C.[Li+].[CH3:23][O:24][CH2:25][CH2:26]Br. Product: [CH3:23][O:24][CH2:25][CH2:26][C:2]1([C:11]([O:13][CH3:14])=[O:12])[CH:1]2[CH2:10][CH:5]3[CH2:6][CH:7]([CH2:9][CH:3]1[CH2:4]3)[CH2:8]2. (4) Reactant: Br[C:2]1[O:10][C:9]2[CH:8]=[CH:7][N:6]([C:11]3[CH:23]=[CH:22][C:14]([O:15][CH2:16][C:17]4([C:20]#[N:21])[CH2:19][CH2:18]4)=[C:13]([O:24][CH3:25])[CH:12]=3)[C:5](=[O:26])[C:4]=2[CH:3]=1.[F:27][C:28]([F:40])([F:39])[O:29][C:30]1[CH:35]=[CH:34][C:33](B(O)O)=[CH:32][CH:31]=1.C(=O)([O-])[O-].[K+].[K+].COCCOC. Product: [CH3:25][O:24][C:13]1[CH:12]=[C:11]([N:6]2[CH:7]=[CH:8][C:9]3[O:10][C:2]([C:33]4[CH:32]=[CH:31][C:30]([O:29][C:28]([F:27])([F:39])[F:40])=[CH:35][CH:34]=4)=[CH:3][C:4]=3[C:5]2=[O:26])[CH:23]=[CH:22][C:14]=1[O:15][CH2:16][C:17]1([C:20]#[N:21])[CH2:19][CH2:18]1. The catalyst class is: 103. (5) Reactant: C(OC([N:8]1[CH2:13][CH2:12][C:11]([CH2:15][CH2:16][O:17][C:18]2[CH:27]=[C:26]3[C:21]([C:22]([NH:28][C:29]4[CH:34]=[CH:33][CH:32]=[C:31]5[O:35][CH2:36][O:37][C:30]=45)=[N:23][CH:24]=[N:25]3)=[CH:20][C:19]=2[O:38][CH3:39])([OH:14])[CH2:10][CH2:9]1)=O)(C)(C)C.FC(F)(F)C(O)=O. Product: [OH:14][C:11]1([CH2:15][CH2:16][O:17][C:18]2[CH:27]=[C:26]3[C:21]([C:22]([NH:28][C:29]4[CH:34]=[CH:33][CH:32]=[C:31]5[O:35][CH2:36][O:37][C:30]=45)=[N:23][CH:24]=[N:25]3)=[CH:20][C:19]=2[O:38][CH3:39])[CH2:12][CH2:13][NH:8][CH2:9][CH2:10]1. The catalyst class is: 2. (6) The catalyst class is: 1. Product: [C:1]([C:3]1[CH:8]=[CH:7][C:6]([NH:9][C:10]([C:11]2([CH3:13])[CH2:12][CH:23]=[N:24][NH:25]2)=[O:14])=[CH:5][C:4]=1[C:15]([F:17])([F:16])[F:18])#[N:2]. Reactant: [C:1]([C:3]1[CH:8]=[CH:7][C:6]([NH:9][C:10](=[O:14])[C:11]([CH3:13])=[CH2:12])=[CH:5][C:4]=1[C:15]([F:18])([F:17])[F:16])#[N:2].[Si]([CH:23]=[N+:24]=[N-:25])(C)(C)C. (7) Reactant: Br[CH2:2][CH2:3][CH2:4][CH2:5][CH2:6][CH3:7].Cl.[CH3:9][N:10]1[C:19]2[NH:18][C:17]3[CH:20]=[C:21]([CH3:24])[CH:22]=[CH:23][C:16]=3[N:15]([C:25]([C:27]3[CH:43]=[CH:42][C:30]([CH2:31][NH:32][C:33](=[O:41])[CH2:34][CH:35]4[CH2:40][CH2:39][NH:38][CH2:37][CH2:36]4)=[C:29]([F:44])[CH:28]=3)=[O:26])[CH2:14][C:13]=2[CH:12]=[N:11]1. Product: [CH3:9][N:10]1[C:19]2[NH:18][C:17]3[CH:20]=[C:21]([CH3:24])[CH:22]=[CH:23][C:16]=3[N:15]([C:25]([C:27]3[CH:43]=[CH:42][C:30]([CH2:31][NH:32][C:33](=[O:41])[CH2:34][CH:35]4[CH2:40][CH2:39][N:38]([CH2:2][CH2:3][CH2:4][CH2:5][CH2:6][CH3:7])[CH2:37][CH2:36]4)=[C:29]([F:44])[CH:28]=3)=[O:26])[CH2:14][C:13]=2[CH:12]=[N:11]1. The catalyst class is: 338. (8) Reactant: [NH:1]1[C:9]2[CH2:8][CH2:7][NH:6][C:5](=[O:10])[C:4]=2[CH:3]=[CH:2]1.[I:11]N1C(=O)CCC1=O. Product: [I:11][C:2]1[NH:1][C:9]2[CH2:8][CH2:7][NH:6][C:5](=[O:10])[C:4]=2[CH:3]=1. The catalyst class is: 36. (9) Reactant: [CH2:1]([N:3]1[C:7]2=[N:8][C:9]([CH2:49][CH3:50])=[C:10]([CH2:19][NH:20][C:21]([C:23]3[CH:28]=[CH:27][CH:26]=[C:25]([C:29]([NH:31][CH2:32][C:33]4[CH:34]=[C:35]([C:41]5[CH:46]=[CH:45][CH:44]=[C:43]([CH:47]=O)[CH:42]=5)[CH:36]=[C:37]([O:39][CH3:40])[CH:38]=4)=[O:30])[CH:24]=3)=[O:22])[C:11]([NH:12][CH:13]3[CH2:18][CH2:17][O:16][CH2:15][CH2:14]3)=[C:6]2[CH:5]=[N:4]1)[CH3:2].[N:51]1([C:58]([O:60][C:61]([CH3:64])([CH3:63])[CH3:62])=[O:59])[CH2:57][CH2:56][CH2:55][NH:54][CH2:53][CH2:52]1.CC(O)=O.[BH-](OC(C)=O)(OC(C)=O)OC(C)=O.[Na+]. Product: [CH2:1]([N:3]1[C:7]2=[N:8][C:9]([CH2:49][CH3:50])=[C:10]([CH2:19][NH:20][C:21]([C:23]3[CH:24]=[C:25]([C:29]([NH:31][CH2:32][C:33]4[CH:34]=[C:35]([C:41]5[CH:46]=[CH:45][CH:44]=[C:43]([CH2:47][N:54]6[CH2:55][CH2:56][CH2:57][N:51]([C:58]([O:60][C:61]([CH3:64])([CH3:63])[CH3:62])=[O:59])[CH2:52][CH2:53]6)[CH:42]=5)[CH:36]=[C:37]([O:39][CH3:40])[CH:38]=4)=[O:30])[CH:26]=[CH:27][CH:28]=3)=[O:22])[C:11]([NH:12][CH:13]3[CH2:18][CH2:17][O:16][CH2:15][CH2:14]3)=[C:6]2[CH:5]=[N:4]1)[CH3:2]. The catalyst class is: 2. (10) Reactant: [H-].[Na+].C(C1C(C)=C(OC(C2CC2)=O)C2C(=CC(F)=C(F)C=2)N=1)C.[CH2:24]([C:26]1[C:35]([CH3:36])=[C:34]([O:37][C:38]([CH:40]2CC2)=[O:39])[C:33]2[C:28](=[CH:29][CH:30]=[C:31]([F:44])[C:32]=2[F:43])[N:27]=1)C.O. Product: [CH3:24][C:26]1[C:35]([CH3:36])=[C:34]([O:37][C:38](=[O:39])[CH3:40])[C:33]2[C:28](=[CH:29][CH:30]=[C:31]([F:44])[C:32]=2[F:43])[N:27]=1. The catalyst class is: 9.